This data is from Forward reaction prediction with 1.9M reactions from USPTO patents (1976-2016). The task is: Predict the product of the given reaction. Given the reactants [Br:1][C:2]1[N:7]=[C:6]([N:8]2[CH2:14][CH:13]([OH:15])[CH2:12][NH:11][CH2:10][CH2:9]2)[C:5]([O:16][CH3:17])=[CH:4][CH:3]=1.C(=O)(OC(C)(C)C)[O:19][C:20]([O:22][C:23]([CH3:26])([CH3:25])[CH3:24])=O.C(=O)(O)[O-].[Na+], predict the reaction product. The product is: [Br:1][C:2]1[N:7]=[C:6]([N:8]2[CH2:14][CH:13]([OH:15])[CH2:12][N:11]([C:20]([O:22][C:23]([CH3:26])([CH3:25])[CH3:24])=[O:19])[CH2:10][CH2:9]2)[C:5]([O:16][CH3:17])=[CH:4][CH:3]=1.